From a dataset of Reaction yield outcomes from USPTO patents with 853,638 reactions. Predict the reaction yield, written as a fraction of the theoretical maximum amount of product (1.0 means a 100% yield; for example, 0.34 means a 34% yield). (1) The product is [C:1]([O:7][CH2:8][CH3:9])(=[O:6])[CH2:2][C:3]([OH:5])=[O:4]. The reactants are [C:1]([OH:7])(=[O:6])[CH2:2][C:3]([OH:5])=[O:4].[CH2:8]([K])[CH3:9].Cl. The yield is 0.990. The catalyst is O. (2) The reactants are [F:1][C:2]1[CH:3]=[CH:4][C:5]([C:18]([O:20][CH3:21])=[O:19])=[N:6][C:7]=1[C:8]1[CH2:17][CH2:16][C:11]2([O:15][CH2:14][CH2:13][O:12]2)[CH2:10][CH:9]=1. The catalyst is CO.[Pd]. The product is [F:1][C:2]1[CH:3]=[CH:4][C:5]([C:18]([O:20][CH3:21])=[O:19])=[N:6][C:7]=1[CH:8]1[CH2:9][CH2:10][C:11]2([O:15][CH2:14][CH2:13][O:12]2)[CH2:16][CH2:17]1. The yield is 0.910. (3) The reactants are [Br:1][C:2]1[CH:3]=[C:4]2[C:9](=[CH:10][CH:11]=1)[O:8][C:7]([C:12]([OH:14])=O)=[CH:6][C:5]2=[O:15].Cl.[CH3:17][NH:18][O:19][CH3:20]. The catalyst is C(Cl)Cl. The product is [Br:1][C:2]1[CH:3]=[C:4]2[C:9](=[CH:10][CH:11]=1)[O:8][C:7]([C:12]([N:18]([O:19][CH3:20])[CH3:17])=[O:14])=[CH:6][C:5]2=[O:15]. The yield is 0.737. (4) The reactants are Cl[CH2:2][C:3]1[N:12]([C:13]2[CH:18]=[CH:17][CH:16]=[CH:15][C:14]=2[Cl:19])[C:11](=[O:20])[C:10]2[C:5](=[CH:6][C:7]([O:23][CH3:24])=[C:8]([O:21][CH3:22])[CH:9]=2)[N:4]=1.[N:25]1[C:33]([NH2:34])=[C:32]2[C:28]([N:29]=[CH:30][NH:31]2)=[N:27][CH:26]=1.C([O-])([O-])=O.[K+].[K+]. The catalyst is CN(C=O)C. The product is [NH2:34][C:33]1[N:25]=[CH:26][N:27]=[C:28]2[C:32]=1[N:31]=[CH:30][N:29]2[CH2:2][C:3]1[N:12]([C:13]2[CH:18]=[CH:17][CH:16]=[CH:15][C:14]=2[Cl:19])[C:11](=[O:20])[C:10]2[C:5](=[CH:6][C:7]([O:23][CH3:24])=[C:8]([O:21][CH3:22])[CH:9]=2)[N:4]=1. The yield is 0.650. (5) The reactants are [CH3:1][C:2]1[CH:11]=[CH:10][C:9]2[C:4](=[CH:5][CH:6]=[CH:7][C:8]=2[N:12]2[CH2:17][CH2:16][N:15]([CH2:18][CH2:19][C:20]3[CH:21]=[C:22]([CH:24]=[CH:25][CH:26]=3)[NH2:23])[CH2:14][CH2:13]2)[N:3]=1.[CH3:27][C:28]([CH3:34])([CH3:33])[CH2:29][C:30](Cl)=[O:31]. No catalyst specified. The product is [CH3:27][C:28]([CH3:34])([CH3:33])[CH2:29][C:30]([NH:23][C:22]1[CH:24]=[CH:25][CH:26]=[C:20]([CH2:19][CH2:18][N:15]2[CH2:14][CH2:13][N:12]([C:8]3[CH:7]=[CH:6][CH:5]=[C:4]4[C:9]=3[CH:10]=[CH:11][C:2]([CH3:1])=[N:3]4)[CH2:17][CH2:16]2)[CH:21]=1)=[O:31]. The yield is 0.620.